This data is from Full USPTO retrosynthesis dataset with 1.9M reactions from patents (1976-2016). The task is: Predict the reactants needed to synthesize the given product. (1) Given the product [Br:1][C:2]1[CH:7]=[C:6]([CH:5]=[C:4]([CH3:11])[CH:3]=1)[NH2:8], predict the reactants needed to synthesize it. The reactants are: [Br:1][C:2]1[CH:7]=[C:6]([N+:8]([O-])=O)[CH:5]=[C:4]([CH3:11])[CH:3]=1.[NH4+].[Cl-].Cl.O1CCOCC1. (2) Given the product [Cl:1][C:2]1[CH:8]=[CH:7][C:5]([NH:6][C:13](=[O:14])[CH2:12][C:11]([F:17])([F:16])[F:10])=[C:4]([F:9])[CH:3]=1, predict the reactants needed to synthesize it. The reactants are: [Cl:1][C:2]1[CH:8]=[CH:7][C:5]([NH2:6])=[C:4]([F:9])[CH:3]=1.[F:10][C:11]([F:17])([F:16])[CH2:12][C:13](O)=[O:14].CCN(CC)CC.CN(C(ON1N=NC2C=CC=NC1=2)=[N+](C)C)C.F[P-](F)(F)(F)(F)F. (3) Given the product [Br:1][C:2]1[CH:25]=[CH:24][C:23]([F:26])=[CH:22][C:3]=1[O:4][CH:5]1[CH2:10][CH2:9][N:8]([C:11]2[N:12]=[CH:13][C:14]([C:17]3[N:18]=[N:19][N:20]([CH2:35][C:36]([O:38][C:39]([CH3:42])([CH3:41])[CH3:40])=[O:37])[N:21]=3)=[N:15][CH:16]=2)[CH2:7][CH2:6]1, predict the reactants needed to synthesize it. The reactants are: [Br:1][C:2]1[CH:25]=[CH:24][C:23]([F:26])=[CH:22][C:3]=1[O:4][CH:5]1[CH2:10][CH2:9][N:8]([C:11]2[CH:16]=[N:15][C:14]([C:17]3[N:18]=[N:19][NH:20][N:21]=3)=[CH:13][N:12]=2)[CH2:7][CH2:6]1.C(N(CC)CC)C.Br[CH2:35][C:36]([O:38][C:39]([CH3:42])([CH3:41])[CH3:40])=[O:37].